From a dataset of Full USPTO retrosynthesis dataset with 1.9M reactions from patents (1976-2016). Predict the reactants needed to synthesize the given product. (1) Given the product [N:1]12[CH2:8][CH2:7][C:4]([O:9][C:10](=[O:38])[NH:11][C:12]3[CH:17]=[C:16]([CH2:18][CH2:19][CH2:20][C:21]([NH:23][C:24]4[CH:25]=[N:26][C:27]([CH:30]=[O:31])=[CH:28][CH:29]=4)=[O:22])[CH:15]=[CH:14][C:13]=3[C:32]3[CH:33]=[CH:34][CH:35]=[CH:36][CH:37]=3)([CH2:5][CH2:6]1)[CH2:3][CH2:2]2, predict the reactants needed to synthesize it. The reactants are: [N:1]12[CH2:8][CH2:7][C:4]([O:9][C:10](=[O:38])[NH:11][C:12]3[CH:17]=[C:16]([CH2:18][CH2:19][CH2:20][C:21]([NH:23][C:24]4[CH:25]=[N:26][C:27]([CH2:30][OH:31])=[CH:28][CH:29]=4)=[O:22])[CH:15]=[CH:14][C:13]=3[C:32]3[CH:37]=[CH:36][CH:35]=[CH:34][CH:33]=3)([CH2:5][CH2:6]1)[CH2:3][CH2:2]2.CC(OI1(OC(C)=O)(OC(C)=O)OC(=O)C2C=CC=CC1=2)=O. (2) Given the product [Cl:22][C:5]1[C:6]([NH:8][C:9]2[C:14]([F:15])=[CH:13][CH:12]=[CH:11][C:10]=2[N:16]([CH3:21])[CH2:17][CH2:18][C:19]#[N:20])=[N:7][C:2]([NH:23][C:24]2[CH:25]=[CH:26][C:27]3[C:33]([CH3:34])([CH3:35])[CH2:32][CH2:31][C:30](=[O:36])[NH:29][C:28]=3[CH:37]=2)=[N:3][CH:4]=1, predict the reactants needed to synthesize it. The reactants are: Cl[C:2]1[N:7]=[C:6]([NH:8][C:9]2[C:14]([F:15])=[CH:13][CH:12]=[CH:11][C:10]=2[N:16]([CH3:21])[CH2:17][CH2:18][C:19]#[N:20])[C:5]([Cl:22])=[CH:4][N:3]=1.[NH2:23][C:24]1[CH:25]=[CH:26][C:27]2[C:33]([CH3:35])([CH3:34])[CH2:32][CH2:31][C:30](=[O:36])[NH:29][C:28]=2[CH:37]=1. (3) Given the product [ClH:1].[CH3:22][O:21][C:18]1[CH:19]=[CH:20][C:15]([N:7]2[C:8]3[CH:14]=[CH:13][CH:12]=[CH:11][C:9]=3[CH2:10][N:5]([CH2:4][CH2:3][CH2:2][NH:26][CH3:25])[S:6]2(=[O:24])=[O:23])=[CH:16][CH:17]=1, predict the reactants needed to synthesize it. The reactants are: [Cl:1][CH2:2][CH2:3][CH2:4][N:5]1[CH2:10][C:9]2[CH:11]=[CH:12][CH:13]=[CH:14][C:8]=2[N:7]([C:15]2[CH:20]=[CH:19][C:18]([O:21][CH3:22])=[CH:17][CH:16]=2)[S:6]1(=[O:24])=[O:23].[CH3:25][NH2:26].Cl.